From a dataset of Full USPTO retrosynthesis dataset with 1.9M reactions from patents (1976-2016). Predict the reactants needed to synthesize the given product. (1) Given the product [F:27][C:24]1[CH:25]=[CH:26][C:21]([C:19]#[C:20][C:2]2[C:3]([NH2:11])=[N:4][CH:5]=[C:6]([N+:8]([O-:10])=[O:9])[CH:7]=2)=[CH:22][CH:23]=1, predict the reactants needed to synthesize it. The reactants are: Br[C:2]1[C:3]([NH2:11])=[N:4][CH:5]=[C:6]([N+:8]([O-:10])=[O:9])[CH:7]=1.C(N(CC)CC)C.[C:19]([C:21]1[CH:26]=[CH:25][C:24]([F:27])=[CH:23][CH:22]=1)#[CH:20]. (2) Given the product [C:10]([O:14][C:15](=[O:27])[NH:16][C@@H:17]([C:19]1[N:23]([CH2:24][CH3:25])[C:22]([S:26][CH3:1])=[N:21][N:20]=1)[CH3:18])([CH3:11])([CH3:12])[CH3:13], predict the reactants needed to synthesize it. The reactants are: [CH:1](NC(C)C)(C)C.IC.[C:10]([O:14][C:15](=[O:27])[NH:16][C@@H:17]([C:19]1[N:23]([CH2:24][CH3:25])[C:22]([SH:26])=[N:21][N:20]=1)[CH3:18])([CH3:13])([CH3:12])[CH3:11]. (3) Given the product [O:20]1[CH2:21][CH2:22][N:17]([C:3]2[C:2]([C:23]3[CH:28]=[CH:27][CH:26]=[CH:25][CH:24]=3)=[CH:7][N:6]=[C:5]([NH:8][C:9]3[N:10]=[CH:11][C:12]([C:15]#[N:16])=[N:13][CH:14]=3)[CH:4]=2)[CH2:18][CH2:19]1, predict the reactants needed to synthesize it. The reactants are: Cl[C:2]1[C:3]([N:17]2[CH2:22][CH2:21][O:20][CH2:19][CH2:18]2)=[CH:4][C:5]([NH:8][C:9]2[N:10]=[CH:11][C:12]([C:15]#[N:16])=[N:13][CH:14]=2)=[N:6][CH:7]=1.[C:23]1(B(O)O)[CH:28]=[CH:27][CH:26]=[CH:25][CH:24]=1.C(=O)([O-])[O-].[Na+].[Na+]. (4) Given the product [C:1]([O:4][C@@H:5]1[CH2:9][C@H:8]([C:10]2[N:14]3[C:15]4[CH:21]=[CH:20][N:19]([S:22]([C:25]5[CH:26]=[CH:27][C:28]([CH3:29])=[CH:30][CH:31]=5)(=[O:23])=[O:24])[C:16]=4[N:17]=[CH:18][C:13]3=[C:12]([Br:42])[N:11]=2)[N:7]([C:32](=[O:34])[CH3:33])[CH2:6]1)(=[O:3])[CH3:2], predict the reactants needed to synthesize it. The reactants are: [C:1]([O:4][C@@H:5]1[CH2:9][C@H:8]([C:10]2[N:14]3[C:15]4[CH:21]=[CH:20][N:19]([S:22]([C:25]5[CH:31]=[CH:30][C:28]([CH3:29])=[CH:27][CH:26]=5)(=[O:24])=[O:23])[C:16]=4[N:17]=[CH:18][C:13]3=[CH:12][N:11]=2)[N:7]([C:32](=[O:34])[CH3:33])[CH2:6]1)(=[O:3])[CH3:2].C1C(=O)N([Br:42])C(=O)C1.C([O-])(O)=O.[Na+]. (5) Given the product [Cl:1][C:2]1[CH:7]=[CH:6][C:5]([C:8]2[N:12]([C:13]3[CH:18]=[CH:17][C:16]([Cl:19])=[CH:15][C:14]=3[Cl:20])[N:11]=[C:10]([C:21]([N:23]3[CH2:24][CH2:25][CH:26]([NH2:29])[CH2:27][CH2:28]3)=[O:22])[C:9]=2[CH3:37])=[CH:4][CH:3]=1, predict the reactants needed to synthesize it. The reactants are: [Cl:1][C:2]1[CH:7]=[CH:6][C:5]([C:8]2[N:12]([C:13]3[CH:18]=[CH:17][C:16]([Cl:19])=[CH:15][C:14]=3[Cl:20])[N:11]=[C:10]([C:21]([N:23]3[CH2:28][CH2:27][CH:26]([NH:29]C(=O)OC(C)(C)C)[CH2:25][CH2:24]3)=[O:22])[C:9]=2[CH3:37])=[CH:4][CH:3]=1.FC(F)(F)C(O)=O. (6) Given the product [CH3:26][C:21]1[CH:20]=[CH:19][C:18]2[C:23](=[CH:24][CH:25]=[C:16]3[O:15][CH2:14][C@H:13]([CH2:12][NH:28][CH2:29][CH2:30][CH2:31][OH:32])[O:27][C:17]3=2)[N:22]=1, predict the reactants needed to synthesize it. The reactants are: BrC1C=CC(S(O[CH2:12][C@@H:13]2[O:27][C:17]3=[C:18]4[C:23](=[CH:24][CH:25]=[C:16]3[O:15][CH2:14]2)[N:22]=[C:21]([CH3:26])[CH:20]=[CH:19]4)(=O)=O)=CC=1.[NH2:28][CH2:29][CH2:30][CH2:31][OH:32].CCN(CC)CC. (7) Given the product [OH:67][CH2:68][C:40]([CH3:47])([CH3:48])[C:41]([C:2]1[C:10]2[C:5](=[N:6][CH:7]=[C:8]([C:11]3[CH:12]=[C:13]([O:21][CH3:22])[C:14]([O:19][CH3:20])=[C:15]([O:17][CH3:18])[CH:16]=3)[N:9]=2)[NH:4][CH:3]=1)=[O:42], predict the reactants needed to synthesize it. The reactants are: I[C:2]1[C:10]2[C:5](=[N:6][CH:7]=[C:8]([C:11]3[CH:16]=[C:15]([O:17][CH3:18])[C:14]([O:19][CH3:20])=[C:13]([O:21][CH3:22])[CH:12]=3)[N:9]=2)[N:4]([Si](C(C)C)(C(C)C)C(C)C)[CH:3]=1.[Li]CCCC.CO[C:40]([CH3:48])([CH3:47])[C:41](N(OC)C)=[O:42].CCCC[N+](CCCC)(CCCC)CCCC.[F-].[O:67]1CCC[CH2:68]1.